This data is from CYP3A4 inhibition data for predicting drug metabolism from PubChem BioAssay. The task is: Regression/Classification. Given a drug SMILES string, predict its absorption, distribution, metabolism, or excretion properties. Task type varies by dataset: regression for continuous measurements (e.g., permeability, clearance, half-life) or binary classification for categorical outcomes (e.g., BBB penetration, CYP inhibition). Dataset: cyp3a4_veith. The drug is NC(N)=NCCCCCCCCCCN=C(N)N. The result is 0 (non-inhibitor).